Dataset: Full USPTO retrosynthesis dataset with 1.9M reactions from patents (1976-2016). Task: Predict the reactants needed to synthesize the given product. (1) Given the product [C:33]([C:15]1[CH:14]=[C:13]2[C:18](=[N:17][CH:16]=1)[N:9]([O:8][CH2:1][C:2]1[CH:7]=[CH:6][CH:5]=[CH:4][CH:3]=1)[C:10](=[O:27])[C:11]([C:21]1[CH:26]=[CH:25][CH:24]=[CH:23][CH:22]=1)=[C:12]2[OH:20])(=[O:35])[CH3:34], predict the reactants needed to synthesize it. The reactants are: [CH2:1]([O:8][N:9]1[C:18]2[C:13](=[CH:14][C:15](Br)=[CH:16][N:17]=2)[C:12]([OH:20])=[C:11]([C:21]2[CH:26]=[CH:25][CH:24]=[CH:23][CH:22]=2)[C:10]1=[O:27])[C:2]1[CH:7]=[CH:6][CH:5]=[CH:4][CH:3]=1.C([Sn](CCCC)(CCCC)[C:33]([O:35]CC)=[CH2:34])CCC.CC(O)=O.CCOC(C)=O. (2) The reactants are: [Br:1][C:2]1[CH:7]=[CH:6][C:5]([C:8]([C:10]2[C:14]3[CH:15]=[CH:16][CH:17]=[CH:18][C:13]=3[O:12][C:11]=2[CH2:19][CH2:20][CH2:21][CH3:22])=O)=[CH:4][CH:3]=1.[BH4-].[Na+].C([SiH](CC)CC)C.FC(F)(F)C(O)=O. Given the product [Br:1][C:2]1[CH:7]=[CH:6][C:5]([CH2:8][C:10]2[C:14]3[CH:15]=[CH:16][CH:17]=[CH:18][C:13]=3[O:12][C:11]=2[CH2:19][CH2:20][CH2:21][CH3:22])=[CH:4][CH:3]=1, predict the reactants needed to synthesize it. (3) Given the product [CH2:1]([N:8]1[CH2:13][CH2:12][CH:11]([NH:14][CH2:20][C:18]2[N:17]=[CH:16][NH:15][CH:19]=2)[CH2:10][CH2:9]1)[C:2]1[CH:3]=[CH:4][CH:5]=[CH:6][CH:7]=1, predict the reactants needed to synthesize it. The reactants are: [CH2:1]([N:8]1[CH2:13][CH2:12][CH:11]([NH2:14])[CH2:10][CH2:9]1)[C:2]1[CH:7]=[CH:6][CH:5]=[CH:4][CH:3]=1.[NH:15]1[CH:19]=[C:18]([CH:20]=O)[N:17]=[CH:16]1.C(O[BH-](OC(=O)C)OC(=O)C)(=O)C.[Na+].[OH-].[Na+]. (4) Given the product [ClH:63].[NH2:1][C:2](=[N:54][C:55](=[O:62])[C:56]1[CH:61]=[CH:60][CH:59]=[CH:58][CH:57]=1)[C:3]1[CH:4]=[CH:5][C:6]([NH:9][C@@H:10]([C:32]2[N:36]=[C:35]([O:37][CH2:38][O:39][C:40](=[O:47])[C:41]([CH3:46])([CH3:45])[CH2:42][O:43][CH3:44])[N:34]([C:48]3[N:53]=[CH:52][CH:51]=[CH:50][N:49]=3)[N:33]=2)[C:11]2[C:12]([F:31])=[C:13]([CH:26]=[C:27]([O:29][CH3:30])[CH:28]=2)[O:14][CH2:15][CH2:16][O:17][C:18]([C:20]2[CH:21]=[CH:22][N:23]=[CH:24][CH:25]=2)=[O:19])=[CH:7][CH:8]=1, predict the reactants needed to synthesize it. The reactants are: [NH2:1][C:2](=[N:54][C:55](=[O:62])[C:56]1[CH:61]=[CH:60][CH:59]=[CH:58][CH:57]=1)[C:3]1[CH:8]=[CH:7][C:6]([NH:9][C@@H:10]([C:32]2[N:36]=[C:35]([O:37][CH2:38][O:39][C:40](=[O:47])[C:41]([CH3:46])([CH3:45])[CH2:42][O:43][CH3:44])[N:34]([C:48]3[N:53]=[CH:52][CH:51]=[CH:50][N:49]=3)[N:33]=2)[C:11]2[C:12]([F:31])=[C:13]([CH:26]=[C:27]([O:29][CH3:30])[CH:28]=2)[O:14][CH2:15][CH2:16][O:17][C:18]([C:20]2[CH:25]=[CH:24][N:23]=[CH:22][CH:21]=2)=[O:19])=[CH:5][CH:4]=1.[Cl:63]CCl.C(OCC)(=O)C.Cl. (5) Given the product [CH2:21]([O:20][C:12]([CH:13]([C@H:5]([C:6]1[CH:11]=[CH:10][CH:9]=[CH:8][CH:7]=1)[CH2:4][N+:1]([O-:3])=[O:2])[C:14]([O:16][CH2:17][CH3:18])=[O:15])=[O:19])[CH3:22], predict the reactants needed to synthesize it. The reactants are: [N+:1](/[CH:4]=[CH:5]/[C:6]1[CH:11]=[CH:10][CH:9]=[CH:8][CH:7]=1)([O-:3])=[O:2].[C:12]([O:20][CH2:21][CH3:22])(=[O:19])[CH2:13][C:14]([O:16][CH2:17][CH3:18])=[O:15]. (6) Given the product [C:66]([C:62]1[CH:61]=[C:60]([NH:59][C:2]2[CH:7]=[CH:6][C:5]([S:8]([NH:11][C:12]3[S:13][CH:14]=[CH:15][N:16]=3)(=[O:10])=[O:9])=[CH:4][CH:3]=2)[N:64]([CH3:65])[N:63]=1)([CH3:69])([CH3:67])[CH3:68], predict the reactants needed to synthesize it. The reactants are: I[C:2]1[CH:7]=[CH:6][C:5]([S:8]([NH:11][C:12]2[S:13][CH:14]=[CH:15][N:16]=2)(=[O:10])=[O:9])=[CH:4][CH:3]=1.CC1(C)C2C=CC=C(P(C3C=CC=CC=3)C3C=CC=CC=3)C=2OC2C1=CC=CC=2P(C1C=CC=CC=1)C1C=CC=CC=1.[NH2:59][C:60]1[N:64]([CH3:65])[N:63]=[C:62]([C:66]([CH3:69])([CH3:68])[CH3:67])[CH:61]=1.CC(C)([O-])C.[Na+]. (7) Given the product [CH:1]1([N:6]2[CH2:12][C:11]([F:13])([F:14])[C:10](=[O:15])[N:9]([CH3:16])[C:8]3[CH:17]=[N:18][C:19]([NH:21][C:22]4[CH:30]=[CH:29][C:25]([C:26]([NH2:43])=[O:27])=[CH:24][C:23]=4[O:31][CH3:32])=[N:20][C:7]2=3)[CH2:2][CH2:3][CH2:4][CH2:5]1, predict the reactants needed to synthesize it. The reactants are: [CH:1]1([N:6]2[CH2:12][C:11]([F:14])([F:13])[C:10](=[O:15])[N:9]([CH3:16])[C:8]3[CH:17]=[N:18][C:19]([NH:21][C:22]4[CH:30]=[CH:29][C:25]([C:26](O)=[O:27])=[CH:24][C:23]=4[O:31][CH3:32])=[N:20][C:7]2=3)[CH2:5][CH2:4][CH2:3][CH2:2]1.[Cl-].[NH4+].F[P-](F)(F)(F)(F)F.C[N:43](C(N(C)C)=[N+]1C2C(=NC=CC=2)[N+]([O-])=N1)C.C(N(C(C)C)CC)(C)C. (8) Given the product [F:17][C:18]1[CH:23]=[C:22]([C:2]2[CH:7]=[N:6][CH:5]=[C:4]([NH:8][CH2:9][C:10]3[CH:15]=[CH:14][CH:13]=[C:12]([F:16])[CH:11]=3)[CH:3]=2)[CH:21]=[CH:20][N:19]=1, predict the reactants needed to synthesize it. The reactants are: Br[C:2]1[CH:3]=[C:4]([NH:8][CH2:9][C:10]2[CH:15]=[CH:14][CH:13]=[C:12]([F:16])[CH:11]=2)[CH:5]=[N:6][CH:7]=1.[F:17][C:18]1[CH:23]=[C:22](B(O)O)[CH:21]=[CH:20][N:19]=1.C(Cl)Cl.C(=O)([O-])[O-].[Na+].[Na+]. (9) The reactants are: [CH3:1][O:2][C:3](=[O:28])[CH:4]([C:6]1[CH:15]=[CH:14][C:13]2[C:8](=[CH:9][CH:10]=[C:11]([O:16][C:17](=[O:27])[CH2:18][O:19]CC3C=CC=CC=3)[CH:12]=2)[CH:7]=1)[CH3:5]. Given the product [CH3:1][O:2][C:3](=[O:28])[CH:4]([C:6]1[CH:15]=[CH:14][C:13]2[C:8](=[CH:9][CH:10]=[C:11]([O:16][C:17](=[O:27])[CH2:18][OH:19])[CH:12]=2)[CH:7]=1)[CH3:5], predict the reactants needed to synthesize it.